From a dataset of Full USPTO retrosynthesis dataset with 1.9M reactions from patents (1976-2016). Predict the reactants needed to synthesize the given product. (1) Given the product [C:8]([C:6]1[CH:5]=[C:4]([N+:12]([O-:14])=[O:13])[C:3]([O:15][CH3:16])=[C:2]([N:17]2[CH2:21][CH2:20][CH2:19][C:18]2=[O:22])[CH:7]=1)([CH3:11])([CH3:10])[CH3:9], predict the reactants needed to synthesize it. The reactants are: Br[C:2]1[CH:7]=[C:6]([C:8]([CH3:11])([CH3:10])[CH3:9])[CH:5]=[C:4]([N+:12]([O-:14])=[O:13])[C:3]=1[O:15][CH3:16].[NH:17]1[CH2:21][CH2:20][CH2:19][C:18]1=[O:22].C1(P(C2C=CC=CC=2)C2C3OC4C(=CC=CC=4P(C4C=CC=CC=4)C4C=CC=CC=4)C(C)(C)C=3C=CC=2)C=CC=CC=1.C([O-])([O-])=O.[Cs+].[Cs+]. (2) Given the product [OH:29][C@H:24]1[CH2:25][CH2:26][CH2:27][CH2:28][C@@H:23]1[NH:22][C:20]([C:11]1[C:12](=[O:19])[N:13]2[C:18]([CH:17]=[CH:16][CH:15]=[CH:14]2)=[C:9]([CH2:8][C:5]2[CH:4]=[CH:3][C:2]([C:40]3[CH:39]=[N:38][N:37]([CH3:36])[CH:41]=3)=[CH:7][N:6]=2)[CH:10]=1)=[O:21], predict the reactants needed to synthesize it. The reactants are: Br[C:2]1[CH:3]=[CH:4][C:5]([CH2:8][C:9]2[CH:10]=[C:11]([C:20]([NH:22][C@H:23]3[CH2:28][CH2:27][CH2:26][CH2:25][C@@H:24]3[OH:29])=[O:21])[C:12](=[O:19])[N:13]3[C:18]=2[CH:17]=[CH:16][CH:15]=[CH:14]3)=[N:6][CH:7]=1.C(=O)([O-])[O-].[Cs+].[Cs+].[CH3:36][N:37]1[CH:41]=[C:40](B2OC(C)(C)C(C)(C)O2)[CH:39]=[N:38]1. (3) Given the product [CH2:1]([N:3]1[C:8]2[N:9]=[C:10]([S:13]([CH3:14])=[O:37])[N:11]=[CH:12][C:7]=2[CH:6]=[C:5]([C:15]2[CH:20]=[CH:19][C:18]([S:21]([N:24]([CH3:25])[CH3:26])(=[O:22])=[O:23])=[CH:17][C:16]=2[CH3:27])[C:4]1=[O:28])[CH3:2], predict the reactants needed to synthesize it. The reactants are: [CH2:1]([N:3]1[C:8]2[N:9]=[C:10]([S:13][CH3:14])[N:11]=[CH:12][C:7]=2[CH:6]=[C:5]([C:15]2[CH:20]=[CH:19][C:18]([S:21]([N:24]([CH3:26])[CH3:25])(=[O:23])=[O:22])=[CH:17][C:16]=2[CH3:27])[C:4]1=[O:28])[CH3:2].C1C=C(Cl)C=C(C(OO)=[O:37])C=1. (4) Given the product [N+:1]([C:4]1[CH:5]=[CH:6][C:7]([C:8]([O:10][CH2:11][CH2:12][CH2:13][CH2:14][C@H:15]([O:37][Si:45]([C:58]([CH3:61])([CH3:60])[CH3:59])([C:52]2[CH:53]=[CH:54][CH:55]=[CH:56][CH:57]=2)[C:46]2[CH:51]=[CH:50][CH:49]=[CH:48][CH:47]=2)[CH2:16][O:17][C:18]([C:31]2[CH:32]=[CH:33][CH:34]=[CH:35][CH:36]=2)([C:19]2[CH:24]=[CH:23][CH:22]=[CH:21][CH:20]=2)[C:25]2[CH:26]=[CH:27][CH:28]=[CH:29][CH:30]=2)=[O:9])=[CH:38][CH:39]=1)([O-:3])=[O:2], predict the reactants needed to synthesize it. The reactants are: [N+:1]([C:4]1[CH:39]=[CH:38][C:7]([C:8]([O:10][CH2:11][CH2:12][CH2:13][CH2:14][C@H:15]([OH:37])[CH2:16][O:17][C:18]([C:31]2[CH:36]=[CH:35][CH:34]=[CH:33][CH:32]=2)([C:25]2[CH:30]=[CH:29][CH:28]=[CH:27][CH:26]=2)[C:19]2[CH:24]=[CH:23][CH:22]=[CH:21][CH:20]=2)=[O:9])=[CH:6][CH:5]=1)([O-:3])=[O:2].N1C=CN=C1.[Si:45](Cl)([C:58]([CH3:61])([CH3:60])[CH3:59])([C:52]1[CH:57]=[CH:56][CH:55]=[CH:54][CH:53]=1)[C:46]1[CH:51]=[CH:50][CH:49]=[CH:48][CH:47]=1.O. (5) Given the product [CH3:1][N:2]1[C:10]2[C:5](=[CH:6][CH:7]=[CH:8][CH:9]=2)/[C:4](=[C:11](/[NH:26][C:27]2[CH:34]=[CH:33][CH:32]=[C:29]([C:30]#[N:31])[CH:28]=2)\[C:12]2[CH:17]=[CH:16][CH:15]=[CH:14][CH:13]=2)/[C:3]1=[O:19], predict the reactants needed to synthesize it. The reactants are: [CH3:1][N:2]1[C:10]2[C:5](=[CH:6][CH:7]=[CH:8][CH:9]=2)[C:4](=[C:11](O)[C:12]2[CH:17]=[CH:16][CH:15]=[CH:14][CH:13]=2)[C:3]1=[O:19].P(Cl)(Cl)(Cl)(Cl)Cl.[NH2:26][C:27]1[CH:28]=[C:29]([CH:32]=[CH:33][CH:34]=1)[C:30]#[N:31]. (6) Given the product [CH2:43]([O:42][C:40]([NH:39][CH2:38][CH2:37][C:34]1[CH:35]=[CH:36][C:31]([CH2:30][C:29]2[C:25]([O:24][C@@H:6]3[O:7][C@H:8]([CH2:19][OH:20])[C@@H:9]([OH:15])[C@H:10]([OH:11])[C@H:5]3[OH:4])=[N:26][NH:27][C:28]=2[CH:51]([CH3:53])[CH3:52])=[C:32]([CH3:50])[CH:33]=1)=[O:41])[C:44]1[CH:45]=[CH:46][CH:47]=[CH:48][CH:49]=1, predict the reactants needed to synthesize it. The reactants are: C([O:4][C@@H:5]1[C@@H:10]([O:11]C(=O)C)[C@H:9]([O:15]C(=O)C)[C@@H:8]([CH2:19][O:20]C(=O)C)[O:7][C@H:6]1[O:24][C:25]1[C:29]([CH2:30][C:31]2[CH:36]=[CH:35][C:34]([CH2:37][CH2:38][NH:39][C:40]([O:42][CH2:43][C:44]3[CH:49]=[CH:48][CH:47]=[CH:46][CH:45]=3)=[O:41])=[CH:33][C:32]=2[CH3:50])=[C:28]([CH:51]([CH3:53])[CH3:52])[NH:27][N:26]=1)(=O)C.C[O-].[Na+].